From a dataset of Peptide-MHC class I binding affinity with 185,985 pairs from IEDB/IMGT. Regression. Given a peptide amino acid sequence and an MHC pseudo amino acid sequence, predict their binding affinity value. This is MHC class I binding data. (1) The peptide sequence is ATRAVMMGL. The MHC is HLA-A31:01 with pseudo-sequence HLA-A31:01. The binding affinity (normalized) is 0.512. (2) The peptide sequence is AMLQDMAIL. The MHC is BoLA-HD6 with pseudo-sequence BoLA-HD6. The binding affinity (normalized) is 0.0641. (3) The peptide sequence is LMRNHLRDLM. The binding affinity (normalized) is 0.350. The MHC is Mamu-B17 with pseudo-sequence Mamu-B17. (4) The peptide sequence is TPRIEGGTF. The MHC is HLA-B35:01 with pseudo-sequence HLA-B35:01. The binding affinity (normalized) is 0.898.